Predict the reactants needed to synthesize the given product. From a dataset of Full USPTO retrosynthesis dataset with 1.9M reactions from patents (1976-2016). (1) The reactants are: Br[C:2]1[CH:3]=[C:4]2[C:8](=[CH:9][C:10]=1[C:11]#[N:12])[N:7]([CH3:13])[C:6](=[O:14])[CH2:5]2.[N:15]1[CH:20]=[CH:19][CH:18]=[C:17](B(O)O)[CH:16]=1.COCCOC.C(=O)([O-])[O-].[Na+].[Na+]. Given the product [CH3:13][N:7]1[C:8]2[C:4](=[CH:3][C:2]([C:17]3[CH:16]=[N:15][CH:20]=[CH:19][CH:18]=3)=[C:10]([C:11]#[N:12])[CH:9]=2)[CH2:5][C:6]1=[O:14], predict the reactants needed to synthesize it. (2) Given the product [C:42]([O:46][C:40](=[O:25])[NH:37][C:5]1[CH:4]=[N:3][C:2]([Cl:1])=[CH:10][C:9]=1[C:11]1[CH:16]=[CH:15][CH:14]=[CH:13][C:12]=1[Cl:17])([CH3:45])([CH3:44])[CH3:43], predict the reactants needed to synthesize it. The reactants are: [Cl:1][C:2]1[CH:10]=[C:9]([C:11]2[CH:16]=[CH:15][CH:14]=[CH:13][C:12]=2[Cl:17])[C:5](C(O)=O)=[CH:4][N:3]=1.C1(P(N=[N+]=[N-])(C2C=CC=CC=2)=[O:25])C=CC=CC=1.C([N:37]([CH2:40]C)CC)C.[C:42]([OH:46])([CH3:45])([CH3:44])[CH3:43]. (3) Given the product [CH2:16]([C:17]1[O:18][C:19]2[CH:25]=[CH:24][C:23]([C:26]([O:28][CH3:29])=[O:27])=[CH:22][C:20]=2[CH:21]=1)[CH2:15][C:13]#[CH:1], predict the reactants needed to synthesize it. The reactants are: [CH3:1]C(C)C(=O)C(P(=O)([O-])[O-])=[N+]=[N-].[CH:13]([CH2:15][CH2:16][C:17]1[O:18][C:19]2[CH:25]=[CH:24][C:23]([C:26]([O:28][CH3:29])=[O:27])=[CH:22][C:20]=2[CH:21]=1)=O.C([O-])([O-])=O.[K+].[K+]. (4) Given the product [F:1][C:2]1[CH:3]=[C:4]2[C:8](=[CH:9][CH:10]=1)[N:7]([CH3:11])[CH:6]=[C:5]2[C:12]([N:57]1[CH2:58][CH2:59][N:54]([C:51]2[CH:50]=[CH:49][C:48]([O:47][CH2:46][CH2:45][CH2:44][N:39]3[CH2:40][CH2:41][CH2:42][CH2:43][CH:38]3[CH3:37])=[CH:53][CH:52]=2)[CH2:55][CH2:56]1)=[O:14], predict the reactants needed to synthesize it. The reactants are: [F:1][C:2]1[CH:3]=[C:4]2[C:8](=[CH:9][CH:10]=1)[N:7]([CH3:11])[CH:6]=[C:5]2[C:12]([OH:14])=O.F[B-](F)(F)F.N1(OC(N(C)C)=[N+](C)C)C2C=CC=CC=2N=N1.[CH3:37][CH:38]1[CH2:43][CH2:42][CH2:41][CH2:40][N:39]1[CH2:44][CH2:45][CH2:46][O:47][C:48]1[CH:53]=[CH:52][C:51]([N:54]2[CH2:59][CH2:58][NH:57][CH2:56][CH2:55]2)=[CH:50][CH:49]=1. (5) Given the product [F:17][C:18]1[CH:23]=[C:22]([C:2]2[N:6]3[CH:7]=[CH:8][CH:9]=[CH:10][C:5]3=[N:4][C:3]=2[C:11]([N:13]([O:15][CH3:16])[CH3:14])=[O:12])[CH:21]=[CH:20][CH:19]=1, predict the reactants needed to synthesize it. The reactants are: Br[C:2]1[N:6]2[CH:7]=[CH:8][CH:9]=[CH:10][C:5]2=[N:4][C:3]=1[C:11]([N:13]([O:15][CH3:16])[CH3:14])=[O:12].[F:17][C:18]1[CH:19]=[C:20](B(O)O)[CH:21]=[CH:22][CH:23]=1. (6) Given the product [C:17]1(=[O:26])[N:16]([CH2:15][CH2:14][CH2:13][O:11][C:5]2[CH:4]=[C:3]([CH2:2][OH:1])[CH:8]=[C:7]([CH2:9][OH:10])[CH:6]=2)[C:20](=[O:21])[C:19]2=[CH:22][CH:23]=[CH:24][CH:25]=[C:18]12, predict the reactants needed to synthesize it. The reactants are: [OH:1][CH2:2][C:3]1[CH:4]=[C:5]([OH:11])[CH:6]=[C:7]([CH2:9][OH:10])[CH:8]=1.Br[CH2:13][CH2:14][CH2:15][N:16]1[C:20](=[O:21])[C:19]2=[CH:22][CH:23]=[CH:24][CH:25]=[C:18]2[C:17]1=[O:26].C(=O)([O-])[O-].[K+].[K+].